This data is from Retrosynthesis with 50K atom-mapped reactions and 10 reaction types from USPTO. The task is: Predict the reactants needed to synthesize the given product. (1) Given the product CCOC(=O)Cn1nc(C(F)(F)F)c2c1CCC1(C2)OCCO1, predict the reactants needed to synthesize it. The reactants are: CCOC(=O)CBr.FC(F)(F)c1n[nH]c2c1CC1(CC2)OCCO1. (2) Given the product O=C(NC1CC1)c1ccc2c(-c3nc4ccccc4[nH]3)n[nH]c2c1, predict the reactants needed to synthesize it. The reactants are: NC1CC1.O=C(O)c1ccc2c(-c3nc4ccccc4[nH]3)n[nH]c2c1.